Dataset: Full USPTO retrosynthesis dataset with 1.9M reactions from patents (1976-2016). Task: Predict the reactants needed to synthesize the given product. (1) Given the product [CH:24]1([N:23]2[C:17]3[CH:16]=[C:15]([NH:14][C:9]([C:6]4[CH:7]=[N:8][C:3]([C:2]([F:1])([F:13])[F:12])=[N:4][CH:5]=4)=[O:11])[N:20]=[CH:19][C:18]=3[C:21]([CH3:28])([CH3:29])[C:22]2=[O:27])[CH2:26][CH2:25]1, predict the reactants needed to synthesize it. The reactants are: [F:1][C:2]([F:13])([F:12])[C:3]1[N:8]=[CH:7][C:6]([C:9]([OH:11])=O)=[CH:5][N:4]=1.[NH2:14][C:15]1[N:20]=[CH:19][C:18]2[C:21]([CH3:29])([CH3:28])[C:22](=[O:27])[N:23]([CH:24]3[CH2:26][CH2:25]3)[C:17]=2[CH:16]=1. (2) Given the product [CH2:1]([O:8][C:9]([N:11]1[CH2:16][CH2:15][CH2:14][C:13](=[N:19][NH:18][C:20]([O:22][C:23]([CH3:26])([CH3:25])[CH3:24])=[O:21])[CH2:12]1)=[O:10])[C:2]1[CH:7]=[CH:6][CH:5]=[CH:4][CH:3]=1, predict the reactants needed to synthesize it. The reactants are: [CH2:1]([O:8][C:9]([N:11]1[CH2:16][CH2:15][CH2:14][C:13](=O)[CH2:12]1)=[O:10])[C:2]1[CH:7]=[CH:6][CH:5]=[CH:4][CH:3]=1.[NH:18]([C:20]([O:22][C:23]([CH3:26])([CH3:25])[CH3:24])=[O:21])[NH2:19]. (3) The reactants are: [F:1][C:2]1[CH:9]=[CH:8][C:7]([OH:10])=[CH:6][C:3]=1[CH:4]=[O:5].[C:11]([Si:15](Cl)([CH3:17])[CH3:16])([CH3:14])([CH3:13])[CH3:12].N1C=CN=C1.CCOC(C)=O. Given the product [C:11]([Si:15]([CH3:17])([CH3:16])[O:10][C:7]1[CH:8]=[CH:9][C:2]([F:1])=[C:3]([CH:6]=1)[CH:4]=[O:5])([CH3:14])([CH3:13])[CH3:12], predict the reactants needed to synthesize it. (4) Given the product [CH3:19][C:20]1[N:25]=[C:24]([N:26]2[CH2:31][CH2:30][C:29](=[CH:32][C:33]#[CH:34])[CH2:28][CH2:27]2)[C:23]([N+:39]([O-:41])=[O:40])=[CH:22][CH:21]=1, predict the reactants needed to synthesize it. The reactants are: [N+](C1C(N2CCC(=CC#C)CC2)=NC=CC=1)([O-])=O.[CH3:19][C:20]1[N:25]=[C:24]([N:26]2[CH2:31][CH2:30][C:29](=[CH:32][C:33]#[C:34][Si](C)(C)C)[CH2:28][CH2:27]2)[C:23]([N+:39]([O-:41])=[O:40])=[CH:22][CH:21]=1. (5) Given the product [CH:1]1([S:4]([N:7]2[CH2:17][CH2:16][C:10]3([C:14](=[O:15])[N:13]([C:25]4[CH:26]=[CH:27][C:22]([CH:20]([OH:21])[C:19]([F:29])([F:30])[F:18])=[CH:23][CH:24]=4)[CH2:12][CH2:11]3)[CH2:9][CH2:8]2)(=[O:5])=[O:6])[CH2:3][CH2:2]1, predict the reactants needed to synthesize it. The reactants are: [CH:1]1([S:4]([N:7]2[CH2:17][CH2:16][C:10]3([C:14](=[O:15])[NH:13][CH2:12][CH2:11]3)[CH2:9][CH2:8]2)(=[O:6])=[O:5])[CH2:3][CH2:2]1.[F:18][C:19]([F:30])([F:29])[CH:20]([C:22]1[CH:27]=[CH:26][C:25](I)=[CH:24][CH:23]=1)[OH:21]. (6) Given the product [C:38]([N:26]1[CH2:25][CH2:24][N:23]([C:22](=[O:29])[CH2:21][CH2:20][N:13]2[C:12](=[O:30])[C:11]3[C:15](=[CH:16][CH:17]=[CH:18][C:10]=3[NH:9][C:7]([C:5]3[S:6][C:2]([Cl:1])=[CH:3][CH:4]=3)=[O:8])[C:14]2=[O:19])[CH2:28][CH2:27]1)(=[O:40])[CH3:39], predict the reactants needed to synthesize it. The reactants are: [Cl:1][C:2]1[S:6][C:5]([C:7]([NH:9][C:10]2[CH:18]=[CH:17][CH:16]=[C:15]3[C:11]=2[C:12](=[O:30])[N:13]([CH2:20][CH2:21][C:22](=[O:29])[N:23]2[CH2:28][CH2:27][NH:26][CH2:25][CH2:24]2)[C:14]3=[O:19])=[O:8])=[CH:4][CH:3]=1.C(N(CC)CC)C.[C:38](OC(=O)C)(=[O:40])[CH3:39]. (7) Given the product [CH:1]([NH:4][C:5]([C@@H:7]1[CH2:8][CH2:9][C@H:10]([N:13]2[C:21]3[CH:20]=[C:19]([O:22][CH2:23][CH2:24][N:25]4[CH2:30][CH2:29][CH2:28][CH2:27][CH2:26]4)[N:18]=[CH:17][C:16]=3[NH:15]/[C:14]/2=[N:31]\[C:50](=[O:51])[C:49]2[CH:53]=[CH:54][C:46]([C:43]([NH2:44])=[O:45])=[CH:47][CH:48]=2)[CH2:11][CH2:12]1)=[O:6])([CH3:3])[CH3:2], predict the reactants needed to synthesize it. The reactants are: [CH:1]([NH:4][C:5]([C@@H:7]1[CH2:12][CH2:11][C@H:10]([N:13]2[C:21]3[CH:20]=[C:19]([O:22][CH2:23][CH2:24][N:25]4[CH2:30][CH2:29][CH2:28][CH2:27][CH2:26]4)[N:18]=[CH:17][C:16]=3[NH:15]/[C:14]/2=[N:31]\C(C2C=CC3C=CSC=3C=2)=O)[CH2:9][CH2:8]1)=[O:6])([CH3:3])[CH3:2].[C:43]([C:46]1[CH:54]=[CH:53][C:49]([C:50](O)=[O:51])=[CH:48][CH:47]=1)(=[O:45])[NH2:44].